This data is from Reaction yield outcomes from USPTO patents with 853,638 reactions. The task is: Predict the reaction yield, written as a fraction of the theoretical maximum amount of product (1.0 means a 100% yield; for example, 0.34 means a 34% yield). (1) The reactants are [CH3:1][O:2][C:3](=[O:37])/[CH:4]=[CH:5]/[CH:6]1[CH:13]2[CH:9]([O:10][CH:11]([CH:14]=[CH:15][C:16]3[CH:21]=[CH:20][CH:19]=[CH:18][CH:17]=3)[O:12]2)[CH:8]([N:22]2[CH:30]=[N:29][C:28]3[C:23]2=[N:24][CH:25]=[N:26][C:27]=3[NH:31][C:32]([NH:34][CH2:35][CH3:36])=[O:33])[O:7]1.[BH4-].[Na+]. The catalyst is CO.O.S([O-])([O-])(=O)=O.[Cu+2]. The product is [CH3:1][O:2][C:3](=[O:37])[CH2:4][CH2:5][CH:6]1[CH:13]2[CH:9]([O:10][CH:11](/[CH:14]=[CH:15]/[C:16]3[CH:17]=[CH:18][CH:19]=[CH:20][CH:21]=3)[O:12]2)[CH:8]([N:22]2[CH:30]=[N:29][C:28]3[C:23]2=[N:24][CH:25]=[N:26][C:27]=3[NH:31][C:32]([NH:34][CH2:35][CH3:36])=[O:33])[O:7]1. The yield is 0.500. (2) The reactants are [NH2:1][C:2]1[CH:7]=[CH:6][CH:5]=[CH:4][CH:3]=1.C([O-])([O-])=O.[K+].[K+].Cl[C:15]1[N:20]=[CH:19][N:18]=[C:17]([NH:21][C:22]2[CH:27]=[CH:26][CH:25]=[C:24]([NH2:28])[N:23]=2)[CH:16]=1. The catalyst is CN(C=O)C. The product is [NH2:28][C:24]1[N:23]=[C:22]([NH:21][C:17]2[CH:16]=[C:15]([NH:1][C:2]3[CH:7]=[CH:6][CH:5]=[CH:4][CH:3]=3)[N:20]=[CH:19][N:18]=2)[CH:27]=[CH:26][CH:25]=1. The yield is 0.210. (3) The reactants are [Cl:1][C:2]1[CH:10]=[C:9]2[C:5]([C:6]([C:11](=[O:16])C(F)(F)F)=[CH:7][NH:8]2)=[CH:4][CH:3]=1.C(=O)([O-])[O-].[K+].[K+].I[CH2:24][CH3:25].[OH-:26].[Na+]. The catalyst is CN(C)C=O. The product is [Cl:1][C:2]1[CH:10]=[C:9]2[C:5]([C:6]([C:11]([OH:16])=[O:26])=[CH:7][N:8]2[CH2:24][CH3:25])=[CH:4][CH:3]=1. The yield is 0.920.